Dataset: Forward reaction prediction with 1.9M reactions from USPTO patents (1976-2016). Task: Predict the product of the given reaction. (1) Given the reactants [Cl:1][C:2]1[CH:3]=[C:4]2[C:8](=[CH:9][CH:10]=1)[NH:7][CH:6]=[C:5]2[CH2:11][N:12]1[C:20]([C:21]2[N:25]([CH3:26])[CH:24]=[C:23]([C:27](O)=[O:28])[CH:22]=2)=[C:19]2[C:14]([N:15]([CH2:33][CH:34]([CH3:36])[CH3:35])[C:16](=[O:32])[N:17]([CH3:31])[C:18]2=[O:30])=[N:13]1.[CH3:37][NH:38][CH3:39].C(P(=O)(OCC)OCC)#N, predict the reaction product. The product is: [Cl:1][C:2]1[CH:3]=[C:4]2[C:8](=[CH:9][CH:10]=1)[NH:7][CH:6]=[C:5]2[CH2:11][N:12]1[C:20]([C:21]2[N:25]([CH3:26])[CH:24]=[C:23]([C:27]([N:38]([CH3:39])[CH3:37])=[O:28])[CH:22]=2)=[C:19]2[C:14]([N:15]([CH2:33][CH:34]([CH3:36])[CH3:35])[C:16](=[O:32])[N:17]([CH3:31])[C:18]2=[O:30])=[N:13]1. (2) Given the reactants [N+:1]([C:4]1[CH:5]=[C:6]([NH:13][C:14](=[O:26])[C:15]2[CH:20]=[CH:19][C:18]([N:21]3[CH2:25][CH2:24][CH2:23][CH2:22]3)=[CH:17][CH:16]=2)[CH:7]=[CH:8][C:9]=1[N+:10]([O-])=O)([O-])=O.[OH:27][CH:28]([CH2:41][OH:42])[CH2:29][NH:30][C:31]([C:33]1[CH:40]=[CH:39][C:36]([CH:37]=O)=[CH:35][CH:34]=1)=[O:32], predict the reaction product. The product is: [OH:27][CH:28]([CH2:41][OH:42])[CH2:29][NH:30][C:31](=[O:32])[C:33]1[CH:40]=[CH:39][C:36]([C:37]2[NH:10][C:9]3[CH:8]=[CH:7][C:6]([NH:13][C:14](=[O:26])[C:15]4[CH:20]=[CH:19][C:18]([N:21]5[CH2:25][CH2:24][CH2:23][CH2:22]5)=[CH:17][CH:16]=4)=[CH:5][C:4]=3[N:1]=2)=[CH:35][CH:34]=1. (3) Given the reactants Br[C:2]1[CH:3]=[C:4]2[C@@:13]3([CH2:17][O:16][C:15]([N:18]([C:22]([O-:24])=[O:23])C([O-])=O)=[N:14]3)[C:10]3([CH2:12][CH2:11]3)[C:9]([CH3:26])([CH3:25])[O:8][C:5]2=[CH:6][CH:7]=1.F[B-](F)(F)F.[C:32]([PH+]([C:32]([CH3:35])([CH3:34])[CH3:33])[C:32]([CH3:35])([CH3:34])[CH3:33])([CH3:35])([CH3:34])[CH3:33].C[Si]([N-:49][Si](C)(C)C)(C)C.[Li+], predict the reaction product. The product is: [NH2:49][C:2]1[CH:3]=[C:4]2[C@@:13]3([CH2:17][O:16][C:15]([NH:18][C:22](=[O:23])[O:24][C:32]([CH3:35])([CH3:34])[CH3:33])=[N:14]3)[C:10]3([CH2:12][CH2:11]3)[C:9]([CH3:25])([CH3:26])[O:8][C:5]2=[CH:6][CH:7]=1. (4) Given the reactants [NH2:1][C:2]1[CH:22]=[CH:21][C:5]([CH2:6][N:7]([CH:15]2[CH2:20][CH2:19][CH2:18][CH2:17][CH2:16]2)[C:8]([C:10]2[O:11][CH:12]=[CH:13][CH:14]=2)=[O:9])=[CH:4][CH:3]=1.[CH:23]1[C:35]2[CH:34]([CH2:36][O:37][C:38]([NH:40][C@@H:41]([CH2:45][CH3:46])[C:42](O)=[O:43])=[O:39])[C:33]3[C:28](=[CH:29][CH:30]=[CH:31][CH:32]=3)[C:27]=2[CH:26]=[CH:25][CH:24]=1.C1C2C(COC(=O)N[C@H](C(=O)NC3C=CC(C)=CC=3)CCCCNC(OC(C)(C)C)=O)C3C(=CC=CC=3)C=2C=CC=1, predict the reaction product. The product is: [CH:32]1[C:33]2[CH:34]([CH2:36][O:37][C:38](=[O:39])[NH:40][C@H:41]([C:42](=[O:43])[NH:1][C:2]3[CH:3]=[CH:4][C:5]([CH2:6][N:7]([CH:15]4[CH2:20][CH2:19][CH2:18][CH2:17][CH2:16]4)[C:8]([C:10]4[O:11][CH:12]=[CH:13][CH:14]=4)=[O:9])=[CH:21][CH:22]=3)[CH2:45][CH3:46])[C:35]3[C:27](=[CH:26][CH:25]=[CH:24][CH:23]=3)[C:28]=2[CH:29]=[CH:30][CH:31]=1. (5) Given the reactants [CH3:1][C:2]1[CH:3]=[C:4]([CH:16]=[CH:17][CH:18]=1)[NH:5][C:6]1[C:15]2[C:10](=[CH:11][CH:12]=[CH:13][CH:14]=2)[CH:9]=[N:8][N:7]=1.[O:19]1[CH2:24][O:23][CH2:22][O:21][CH2:20]1.FC(F)(F)C(O)=O.C(OO)(C)(C)C, predict the reaction product. The product is: [CH3:1][C:2]1[CH:3]=[C:4]([CH:16]=[CH:17][CH:18]=1)[NH:5][C:6]1[C:15]2[C:10](=[CH:11][CH:12]=[CH:13][CH:14]=2)[C:9]([CH:20]2[O:21][CH2:22][O:23][CH2:24][O:19]2)=[N:8][N:7]=1.